Dataset: NCI-60 drug combinations with 297,098 pairs across 59 cell lines. Task: Regression. Given two drug SMILES strings and cell line genomic features, predict the synergy score measuring deviation from expected non-interaction effect. (1) Drug 1: C1=C(C(=O)NC(=O)N1)F. Drug 2: CCC1(CC2CC(C3=C(CCN(C2)C1)C4=CC=CC=C4N3)(C5=C(C=C6C(=C5)C78CCN9C7C(C=CC9)(C(C(C8N6C=O)(C(=O)OC)O)OC(=O)C)CC)OC)C(=O)OC)O.OS(=O)(=O)O. Cell line: SR. Synergy scores: CSS=88.3, Synergy_ZIP=3.31, Synergy_Bliss=3.24, Synergy_Loewe=2.73, Synergy_HSA=5.85. (2) Drug 1: CC(C)(C#N)C1=CC(=CC(=C1)CN2C=NC=N2)C(C)(C)C#N. Drug 2: C1=NC(=NC(=O)N1C2C(C(C(O2)CO)O)O)N. Cell line: 786-0. Synergy scores: CSS=14.8, Synergy_ZIP=-4.84, Synergy_Bliss=2.38, Synergy_Loewe=-0.449, Synergy_HSA=0.932. (3) Drug 1: CCC(=C(C1=CC=CC=C1)C2=CC=C(C=C2)OCCN(C)C)C3=CC=CC=C3.C(C(=O)O)C(CC(=O)O)(C(=O)O)O. Drug 2: C(CC(=O)O)C(=O)CN.Cl. Cell line: HT29. Synergy scores: CSS=-1.93, Synergy_ZIP=-1.34, Synergy_Bliss=-3.04, Synergy_Loewe=-4.40, Synergy_HSA=-5.03. (4) Drug 1: CS(=O)(=O)C1=CC(=C(C=C1)C(=O)NC2=CC(=C(C=C2)Cl)C3=CC=CC=N3)Cl. Drug 2: CN(C(=O)NC(C=O)C(C(C(CO)O)O)O)N=O. Cell line: HL-60(TB). Synergy scores: CSS=3.64, Synergy_ZIP=-1.94, Synergy_Bliss=-8.32, Synergy_Loewe=-11.0, Synergy_HSA=-11.7.